From a dataset of Forward reaction prediction with 1.9M reactions from USPTO patents (1976-2016). Predict the product of the given reaction. Given the reactants [F:1][C:2]1[CH:7]=[C:6]([I:8])[CH:5]=[CH:4][C:3]=1[NH:9][C:10]1[C:11]([C:19]([OH:21])=O)=[N:12][N:13]([CH3:18])[C:14](=[O:17])[C:15]=1[CH3:16].C1C=CC2N(O)N=NC=2C=1.CCN=C=NCCCN(C)C.[CH:43]([O:45][CH2:46][CH2:47][O:48][NH2:49])=[CH2:44], predict the reaction product. The product is: [F:1][C:2]1[CH:7]=[C:6]([I:8])[CH:5]=[CH:4][C:3]=1[NH:9][C:10]1[C:11]([C:19]([NH:49][O:48][CH2:47][CH2:46][O:45][CH:43]=[CH2:44])=[O:21])=[N:12][N:13]([CH3:18])[C:14](=[O:17])[C:15]=1[CH3:16].